Dataset: NCI-60 drug combinations with 297,098 pairs across 59 cell lines. Task: Regression. Given two drug SMILES strings and cell line genomic features, predict the synergy score measuring deviation from expected non-interaction effect. (1) Drug 1: C1=NC2=C(N=C(N=C2N1C3C(C(C(O3)CO)O)O)F)N. Drug 2: C1CN(P(=O)(OC1)NCCCl)CCCl. Cell line: MOLT-4. Synergy scores: CSS=34.6, Synergy_ZIP=0.577, Synergy_Bliss=2.34, Synergy_Loewe=-56.5, Synergy_HSA=2.36. (2) Drug 1: C1=NC2=C(N1)C(=S)N=C(N2)N. Drug 2: CC1C(C(CC(O1)OC2CC(CC3=C2C(=C4C(=C3O)C(=O)C5=CC=CC=C5C4=O)O)(C(=O)C)O)N)O. Cell line: PC-3. Synergy scores: CSS=52.2, Synergy_ZIP=-10.2, Synergy_Bliss=-9.05, Synergy_Loewe=-18.9, Synergy_HSA=-3.66.